From a dataset of Full USPTO retrosynthesis dataset with 1.9M reactions from patents (1976-2016). Predict the reactants needed to synthesize the given product. (1) Given the product [CH3:27][O:26][CH2:25][CH2:24][CH2:23][O:22][C:10]1[CH:11]=[C:12]([CH2:52][CH2:29][C:28]([O:31][CH2:38][CH3:39])=[O:30])[CH:13]=[CH:14][C:9]=1[C:6]1[CH:7]=[CH:8][C:3]([CH2:1][N:32]2[CH2:37][CH2:36][CH2:35][CH2:34][CH2:33]2)=[CH:4][CH:5]=1, predict the reactants needed to synthesize it. The reactants are: [CH:1]([C:3]1[CH:8]=[CH:7][C:6]([C:9]2[CH:14]=[CH:13][CH:12]=[C:11](CCC(OCC)=O)[C:10]=2[O:22][CH2:23][CH2:24][CH2:25][O:26][CH3:27])=[CH:5][CH:4]=1)=O.[C:28]([OH:31])(=[O:30])[CH3:29].[NH:32]1[CH2:37][CH2:36][CH2:35][CH2:34][CH2:33]1.[C:38](O[BH-](OC(=O)C)OC(=O)C)(=O)[CH3:39].[Na+].[C:52](=O)(O)[O-].[Na+]. (2) Given the product [Br:11][C:8]1[CH:9]=[N:10][C:2]2[NH:1][CH:17]([C:13]3[S:12][CH:16]=[CH:15][CH:14]=3)[NH:6][C:4](=[O:5])[C:3]=2[CH:7]=1, predict the reactants needed to synthesize it. The reactants are: [NH2:1][C:2]1[N:10]=[CH:9][C:8]([Br:11])=[CH:7][C:3]=1[C:4]([NH2:6])=[O:5].[S:12]1[CH:16]=[CH:15][CH:14]=[C:13]1[CH:17]=O.CC1C=CC(S(O)(=O)=O)=CC=1. (3) Given the product [Cl:25][C:26]1[CH:27]=[C:28]([C:29]2[O:1][N:2]=[C:3]([C:4]3[CH:5]=[CH:6][C:7]4[O:13][CH2:12][CH:11]([CH2:14][OH:15])[N:10]([C:16]([O:18][C:19]([CH3:21])([CH3:20])[CH3:22])=[O:17])[CH2:9][C:8]=4[CH:23]=3)[N:24]=2)[CH:32]=[CH:33][C:34]=1[O:35][CH:36]([CH3:37])[CH3:38], predict the reactants needed to synthesize it. The reactants are: [OH:1][NH:2][C:3](=[NH:24])[C:4]1[CH:5]=[CH:6][C:7]2[O:13][CH2:12][CH:11]([CH2:14][OH:15])[N:10]([C:16]([O:18][C:19]([CH3:22])([CH3:21])[CH3:20])=[O:17])[CH2:9][C:8]=2[CH:23]=1.[Cl:25][C:26]1[CH:27]=[C:28]([CH:32]=[CH:33][C:34]=1[O:35][CH:36]([CH3:38])[CH3:37])[C:29](O)=O.C1C=CC2N(O)N=NC=2C=1.C(Cl)CCl. (4) Given the product [ClH:51].[NH2:42][CH2:41][C@H:38]1[CH2:37][CH2:36][C@H:35]([C:33]([NH:32][C@H:17]([C:18](=[O:31])[NH:19][C:20]2[CH:25]=[CH:24][C:23]([C:26]3[N:27]=[N:28][NH:29][N:30]=3)=[CH:22][CH:21]=2)[CH2:16][C:13]2[CH:12]=[CH:11][C:10]([C:7]3[CH:8]=[CH:9][C:4]([C:1]([NH2:2])=[O:3])=[CH:5][C:6]=3[CH3:50])=[CH:15][CH:14]=2)=[O:34])[CH2:40][CH2:39]1, predict the reactants needed to synthesize it. The reactants are: [C:1]([C:4]1[CH:9]=[CH:8][C:7]([C:10]2[CH:15]=[CH:14][C:13]([CH2:16][C@H:17]([NH:32][C:33]([C@H:35]3[CH2:40][CH2:39][C@H:38]([CH2:41][NH:42]C(=O)OC(C)(C)C)[CH2:37][CH2:36]3)=[O:34])[C:18](=[O:31])[NH:19][C:20]3[CH:25]=[CH:24][C:23]([C:26]4[N:27]=[N:28][NH:29][N:30]=4)=[CH:22][CH:21]=3)=[CH:12][CH:11]=2)=[C:6]([CH3:50])[CH:5]=1)(=[O:3])[NH2:2].[ClH:51]. (5) Given the product [CH2:1]1[C:5]2=[C:6]3[C:7]([CH2:10][CH2:11]/[C:12]/3=[CH:13]\[CH2:14][NH:15][C:23](=[O:26])[CH2:24][CH3:25])=[N:8][CH:9]=[C:4]2[O:3][CH2:2]1, predict the reactants needed to synthesize it. The reactants are: [CH2:1]1[C:5]2=[C:6]3[C:7]([CH2:10][CH2:11]/[C:12]/3=[CH:13]\[CH2:14][NH2:15])=[N:8][CH:9]=[C:4]2[O:3][CH2:2]1.C(N(CC)CC)C.[C:23](Cl)(=[O:26])[CH2:24][CH3:25]. (6) Given the product [C:6]([Si:10]([O:31][CH2:30][C:29]1[O:24][CH2:25][CH2:26][CH2:27][CH:28]=1)([C:17]1[CH:22]=[CH:21][CH:20]=[CH:19][CH:18]=1)[C:11]1[CH:16]=[CH:15][CH:14]=[CH:13][CH:12]=1)([CH3:9])([CH3:8])[CH3:7], predict the reactants needed to synthesize it. The reactants are: N1C=CN=C1.[C:6]([Si:10](Cl)([C:17]1[CH:22]=[CH:21][CH:20]=[CH:19][CH:18]=1)[C:11]1[CH:16]=[CH:15][CH:14]=[CH:13][CH:12]=1)([CH3:9])([CH3:8])[CH3:7].[O:24]1[C:29]([CH2:30][OH:31])=[CH:28][CH2:27][CH2:26][CH2:25]1. (7) Given the product [OH:39][CH:35]([C:36]([NH:54][O:53][CH3:52])=[O:37])[CH:34]([NH:33][C:31](=[O:32])[C:30]1[CH:47]=[CH:48][CH:49]=[N:50][C:29]=1[N:21]1[CH:22]=[C:23]2[C:28]([CH:27]=[CH:26][CH:25]=[CH:24]2)=[N:20]1)[CH2:40][C:41]1[CH:42]=[CH:43][CH:44]=[CH:45][CH:46]=1, predict the reactants needed to synthesize it. The reactants are: Cl.CN(C)CCCN=C=NCC.CCN(CC)CC.[N:20]1[N:21]([C:29]2[N:50]=[CH:49][CH:48]=[CH:47][C:30]=2[C:31]([NH:33][CH:34]([CH2:40][C:41]2[CH:46]=[CH:45][CH:44]=[CH:43][CH:42]=2)[CH:35]([OH:39])[C:36](O)=[O:37])=[O:32])[CH:22]=[C:23]2[C:28]=1[CH:27]=[CH:26][CH:25]=[CH:24]2.Cl.[CH3:52][O:53][NH2:54]. (8) Given the product [Br:10][C:11]1[C:12]([CH2:19][O:20][C:21]2[CH:26]=[C:25]([CH3:27])[CH:24]=[C:23]([Cl:28])[CH:22]=2)=[CH:13][C:14]2[N:15]([CH:2]=[N:18][N:17]=2)[CH:16]=1, predict the reactants needed to synthesize it. The reactants are: Br[C:2]1C=CC(NN)=NC=1.[Br:10][C:11]1[C:12]([CH2:19][O:20][C:21]2[CH:26]=[C:25]([CH3:27])[CH:24]=[C:23]([Cl:28])[CH:22]=2)=[CH:13][C:14]([NH:17][NH2:18])=[N:15][CH:16]=1. (9) Given the product [CH3:12][C:11]([CH3:13])([CH2:28][CH2:29][C:30]1[CH:35]=[CH:34][CH:33]=[CH:32][CH:31]=1)[C:10]([OH:15])=[O:14], predict the reactants needed to synthesize it. The reactants are: C(NC(C)C)(C)C.[H-].[Na+].[C:10]([OH:15])(=[O:14])[CH:11]([CH3:13])[CH3:12].C([Li])CCC.CCCCCC.Br[CH2:28][CH2:29][C:30]1[CH:35]=[CH:34][CH:33]=[CH:32][CH:31]=1.